Dataset: Forward reaction prediction with 1.9M reactions from USPTO patents (1976-2016). Task: Predict the product of the given reaction. (1) Given the reactants [NH2:1][C:2]1[CH:16]=[CH:15][C:5]2[N:6]3[CH2:14][CH2:13][CH2:12][CH:7]3[NH:8][S:9](=[O:11])(=[O:10])[C:4]=2[CH:3]=1.C(N(CC)CC)C.[CH3:24][S:25](Cl)(=[O:27])=[O:26], predict the reaction product. The product is: [CH3:24][S:25]([NH:1][C:2]1[CH:16]=[CH:15][C:5]2[N:6]3[CH2:14][CH2:13][CH2:12][CH:7]3[NH:8][S:9](=[O:11])(=[O:10])[C:4]=2[CH:3]=1)(=[O:27])=[O:26]. (2) Given the reactants [Cl:1][C:2]1[CH:7]=[CH:6][C:5]([NH2:8])=[CH:4][C:3]=1[CH2:9][O:10][C:11]1[CH:12]=[N:13][C:14](F)=[CH:15][CH:16]=1, predict the reaction product. The product is: [NH2:8][C:5]1[CH:6]=[CH:7][C:2]([Cl:1])=[C:3]([CH:4]=1)[CH2:9][O:10][C:11]1[CH:16]=[CH:15][C:14]([NH:13][CH2:12][CH2:11][OH:10])=[N:13][CH:12]=1. (3) Given the reactants [F:1][C:2]1[C:3]([O:20][CH3:21])=[CH:4][C:5]2[O:19][CH2:18][C:8]3([C:16]4[C:11](=[CH:12][CH:13]=[CH:14][CH:15]=4)[NH:10][C:9]3=[O:17])[C:6]=2[CH:7]=1.Br.Br[CH2:24][C:25]1[CH:30]=[CH:29][CH:28]=[CH:27][N:26]=1.BrCC1CCCCO1, predict the reaction product. The product is: [F:1][C:2]1[C:3]([O:20][CH3:21])=[CH:4][C:5]2[O:19][CH2:18][C:8]3([C:16]4[C:11](=[CH:12][CH:13]=[CH:14][CH:15]=4)[N:10]([CH2:24][C:25]4[CH:30]=[CH:29][CH:28]=[CH:27][N:26]=4)[C:9]3=[O:17])[C:6]=2[CH:7]=1. (4) Given the reactants [F:1][C:2]1[CH:11]=[C:10]([F:12])[CH:9]=[C:8]2[C:3]=1[C:4]([NH:20][C:21]1[C:26](I)=[CH:25][N:24]=[C:23]([N:28]3[CH2:33][CH2:32][O:31][CH2:30][CH2:29]3)[CH:22]=1)=[C:5]([CH3:19])[C:6]([C:13]1[CH:18]=[CH:17][CH:16]=[CH:15][N:14]=1)=[N:7]2.[F:34][C:35]([F:47])([F:46])[O:36][C:37]1[CH:42]=[CH:41][C:40](B(O)O)=[CH:39][CH:38]=1.C1(P(C2CCCCC2)C2CCCCC2)CCCCC1.[O-]P([O-])([O-])=O.[K+].[K+].[K+], predict the reaction product. The product is: [F:1][C:2]1[CH:11]=[C:10]([F:12])[CH:9]=[C:8]2[C:3]=1[C:4]([NH:20][C:21]1[C:26]([C:40]3[CH:39]=[CH:38][C:37]([O:36][C:35]([F:34])([F:46])[F:47])=[CH:42][CH:41]=3)=[CH:25][N:24]=[C:23]([N:28]3[CH2:33][CH2:32][O:31][CH2:30][CH2:29]3)[CH:22]=1)=[C:5]([CH3:19])[C:6]([C:13]1[CH:18]=[CH:17][CH:16]=[CH:15][N:14]=1)=[N:7]2. (5) Given the reactants [OH:1][C:2]1[CH:9]=[CH:8][C:5]([CH2:6][OH:7])=[CH:4][CH:3]=1.[C:10](O)(=[O:13])[CH2:11][CH3:12], predict the reaction product. The product is: [C:10]([O:7][CH2:6][C:5]1[CH:8]=[CH:9][C:2]([OH:1])=[CH:3][CH:4]=1)(=[O:13])[CH2:11][CH3:12]. (6) Given the reactants Br[C:2]1[CH:7]=[CH:6][C:5]([O:8][CH3:9])=[CH:4][CH:3]=1.C([O:17][C:18]([C:20](=[CH2:26])[CH2:21][C:22]([O:24][CH3:25])=[O:23])=[O:19])C1C=CC=CC=1.CC1C=CC=CC=1P(C1C=CC=CC=1C)C1C=CC=CC=1C.CCN(C(C)C)C(C)C, predict the reaction product. The product is: [CH3:9][O:8][C:5]1[CH:6]=[CH:7][C:2]([CH2:26][CH:20]([C:18]([OH:19])=[O:17])[CH2:21][C:22]([O:24][CH3:25])=[O:23])=[CH:3][CH:4]=1.